This data is from Catalyst prediction with 721,799 reactions and 888 catalyst types from USPTO. The task is: Predict which catalyst facilitates the given reaction. (1) Product: [CH3:18][O:16][C:15]([C@@H:8]([C:9]1[CH:10]=[CH:11][CH:12]=[CH:13][CH:14]=1)[C@H:6]1[NH:5][CH2:4][CH2:3][CH2:2][CH2:7]1)=[O:17].[ClH:1]. Reactant: [ClH:1].[CH2:2]1[CH2:7][CH:6]([CH:8]([C:15]([OH:17])=[O:16])[C:9]2[CH:14]=[CH:13][CH:12]=[CH:11][CH:10]=2)[NH:5][CH2:4][CH2:3]1.[CH:18](OC)(OC)OC. The catalyst class is: 5. (2) Reactant: [CH:1]1[CH:2]=[CH:3][C:4]([CH2:7][CH2:8][OH:9])=[CH:5][CH:6]=1.C(N(CC)CC)C.[S:17](Cl)([C:20]1[CH:26]=[CH:25][C:23]([CH3:24])=[CH:22][CH:21]=1)(=[O:19])=[O:18]. Product: [S:17]([C:20]1[CH:26]=[CH:25][C:23]([CH3:24])=[CH:22][CH:21]=1)([O:9][CH2:8][CH2:7][C:4]1[CH:5]=[CH:6][CH:1]=[CH:2][CH:3]=1)(=[O:19])=[O:18]. The catalyst class is: 230. (3) Reactant: C(OC(=O)[NH:7][CH2:8][CH:9]1[CH2:14][CH2:13][CH:12]([CH2:15][NH:16][C:17]2[C:22]([N+:23]([O-:25])=[O:24])=[CH:21][N:20]=[C:19]([NH:26][CH2:27][C:28]3[CH:33]=[CH:32][CH:31]=[C:30]([C:34](=[O:39])[NH:35][CH2:36][CH2:37][OH:38])[CH:29]=3)[N:18]=2)[CH2:11][CH2:10]1)(C)(C)C.FC(F)(F)C(O)=O. Product: [NH2:7][CH2:8][CH:9]1[CH2:10][CH2:11][CH:12]([CH2:15][NH:16][C:17]2[C:22]([N+:23]([O-:25])=[O:24])=[CH:21][N:20]=[C:19]([NH:26][CH2:27][C:28]3[CH:29]=[C:30]([CH:31]=[CH:32][CH:33]=3)[C:34]([NH:35][CH2:36][CH2:37][OH:38])=[O:39])[N:18]=2)[CH2:13][CH2:14]1. The catalyst class is: 4. (4) Reactant: [OH:1][C:2]([C:5]1[N:6]=[C:7]([C@@H:10]2[CH2:15][N:14](C(OCC3C4C=CC=CC=4C4C3=CC=CC=4)=O)[C@@H:13]([CH3:33])[CH2:12][CH2:11]2)[S:8][CH:9]=1)([CH3:4])[CH3:3].N1CCCCC1. Product: [CH3:33][C@H:13]1[NH:14][CH2:15][C@H:10]([C:7]2[S:8][CH:9]=[C:5]([C:2]([OH:1])([CH3:4])[CH3:3])[N:6]=2)[CH2:11][CH2:12]1. The catalyst class is: 5. (5) Reactant: [OH-].[Na+:2].[CH3:3][C:4]1[N:9]=[C:8]([N:10]2[CH2:15][CH2:14][CH:13]([CH2:16][CH2:17][CH:18]3[CH2:23][CH2:22][N:21]([C:24]([O:26][C:27]4[CH:28]=[N:29][CH:30]=[C:31]([CH:36]=4)[C:32]([O:34]C)=[O:33])=[O:25])[CH2:20][CH2:19]3)[CH2:12][CH2:11]2)[CH:7]=[CH:6][CH:5]=1. Product: [CH3:3][C:4]1[N:9]=[C:8]([N:10]2[CH2:11][CH2:12][CH:13]([CH2:16][CH2:17][CH:18]3[CH2:23][CH2:22][N:21]([C:24]([O:26][C:27]4[CH:28]=[N:29][CH:30]=[C:31]([CH:36]=4)[C:32]([O-:34])=[O:33])=[O:25])[CH2:20][CH2:19]3)[CH2:14][CH2:15]2)[CH:7]=[CH:6][CH:5]=1.[Na+:2]. The catalyst class is: 1. (6) Reactant: [CH3:1][O:2][C:3](=[O:12])[CH2:4][C:5]1[CH:10]=[CH:9][C:8]([OH:11])=[CH:7][CH:6]=1.C(=O)([O-])[O-].[K+].[K+].[CH2:19](Br)[C:20]1[CH:25]=[CH:24][CH:23]=[CH:22][CH:21]=1.O. Product: [CH3:1][O:2][C:3](=[O:12])[CH2:4][C:5]1[CH:10]=[CH:9][C:8]([O:11][CH2:19][C:20]2[CH:25]=[CH:24][CH:23]=[CH:22][CH:21]=2)=[CH:7][CH:6]=1. The catalyst class is: 9.